This data is from Forward reaction prediction with 1.9M reactions from USPTO patents (1976-2016). The task is: Predict the product of the given reaction. (1) Given the reactants [S:1]1[C:5]2[CH:6]=[CH:7][CH:8]=[CH:9][C:4]=2[N:3]=[C:2]1[O:10][C:11]1[CH:16]=[CH:15][C:14]([CH2:17][CH2:18]OS(C2C=CC(C)=CC=2)(=O)=O)=[CH:13][CH:12]=1.[CH3:30][N:31]1[C:35]2[CH:36]=[CH:37][CH:38]=[CH:39][C:34]=2[N:33]([CH:40]2[CH2:45][CH2:44][NH:43][CH2:42][CH2:41]2)[C:32]1=[O:46], predict the reaction product. The product is: [S:1]1[C:5]2[CH:6]=[CH:7][CH:8]=[CH:9][C:4]=2[N:3]=[C:2]1[O:10][C:11]1[CH:12]=[CH:13][C:14]([CH2:17][CH2:18][N:43]2[CH2:42][CH2:41][CH:40]([N:33]3[C:34]4[CH:39]=[CH:38][CH:37]=[CH:36][C:35]=4[N:31]([CH3:30])[C:32]3=[O:46])[CH2:45][CH2:44]2)=[CH:15][CH:16]=1. (2) Given the reactants [NH2:1][C:2]1[C:20]([C:21]2[CH:26]=[CH:25][CH:24]=[CH:23][N:22]=2)=[C:5]2[NH:6][C:7]([C:11]3[CH:19]=[CH:18][C:14]4[O:15][CH2:16][O:17][C:13]=4[CH:12]=3)=[CH:8][C:9](=[O:10])[N:4]2[N:3]=1.C(N(CC)CC)C.[C:34](Cl)(=[O:38])[CH:35]([CH3:37])[CH3:36], predict the reaction product. The product is: [O:15]1[C:14]2[CH:18]=[CH:19][C:11]([C:7]3[NH:6][C:5]4[N:4]([N:3]=[C:2]([NH:1][C:34](=[O:38])[CH:35]([CH3:37])[CH3:36])[C:20]=4[C:21]4[CH:26]=[CH:25][CH:24]=[CH:23][N:22]=4)[C:9](=[O:10])[CH:8]=3)=[CH:12][C:13]=2[O:17][CH2:16]1. (3) Given the reactants [NH2:1][C:2]1[CH:7]=[CH:6][C:5]([C:8]([N:10]2[CH2:15][CH2:14][N:13]([C:16]3[CH:21]=[CH:20][C:19]([CH3:22])=[CH:18][C:17]=3[CH3:23])[CH2:12][CH2:11]2)=[O:9])=[C:4]([N:24]2[CH2:29][CH2:28][O:27][CH2:26][CH2:25]2)[CH:3]=1.Cl[CH2:31][CH2:32][CH2:33][S:34](Cl)(=[O:36])=[O:35], predict the reaction product. The product is: [CH3:23][C:17]1[CH:18]=[C:19]([CH3:22])[CH:20]=[CH:21][C:16]=1[N:13]1[CH2:14][CH2:15][N:10]([C:8]([C:5]2[CH:6]=[CH:7][C:2]([N:1]3[CH2:31][CH2:32][CH2:33][S:34]3(=[O:36])=[O:35])=[CH:3][C:4]=2[N:24]2[CH2:25][CH2:26][O:27][CH2:28][CH2:29]2)=[O:9])[CH2:11][CH2:12]1. (4) Given the reactants [F:1][C:2]1[CH:7]=[C:6]([N+:8]([O-:10])=[O:9])[CH:5]=[CH:4][C:3]=1[NH:11][NH2:12].[CH:13]1[CH:18]=[C:17]([CH:19]([CH:22]=O)[CH:20]=O)[N:16]=[CH:15][CH:14]=1.C1(C)C=CC(S(O)(=O)=O)=CC=1, predict the reaction product. The product is: [F:1][C:2]1[CH:7]=[C:6]([N+:8]([O-:10])=[O:9])[CH:5]=[CH:4][C:3]=1[N:11]1[CH:22]=[C:19]([C:17]2[CH:18]=[CH:13][CH:14]=[CH:15][N:16]=2)[CH:20]=[N:12]1. (5) Given the reactants [N+:1]([C:4]1[CH:12]=[CH:11][C:7]([C:8](Cl)=[O:9])=[CH:6][CH:5]=1)([O-:3])=[O:2].[NH:13]1[CH2:17][CH2:16][CH2:15][CH2:14]1.Cl, predict the reaction product. The product is: [N+:1]([C:4]1[CH:12]=[CH:11][C:7]([C:8]([N:13]2[CH2:17][CH2:16][CH2:15][CH2:14]2)=[O:9])=[CH:6][CH:5]=1)([O-:3])=[O:2].